This data is from Reaction yield outcomes from USPTO patents with 853,638 reactions. The task is: Predict the reaction yield, written as a fraction of the theoretical maximum amount of product (1.0 means a 100% yield; for example, 0.34 means a 34% yield). (1) The reactants are [CH2:1]([NH2:8])[C:2]1[CH:7]=[CH:6][CH:5]=[CH:4][CH:3]=1.[CH2:9]([C@H:11]1[O:13][CH2:12]1)[Cl:10]. No catalyst specified. The product is [CH2:1]([NH:8][CH2:12][C@H:11]([OH:13])[CH2:9][Cl:10])[C:2]1[CH:7]=[CH:6][CH:5]=[CH:4][CH:3]=1. The yield is 0.500. (2) The reactants are [C:1]([C:4]1[CH:13]=[C:12]([Cl:14])[C:7]([C:8]([O:10][CH3:11])=[O:9])=[C:6]([Cl:15])[CH:5]=1)(=O)[NH2:2].N1C=CC=CC=1. No catalyst specified. The product is [Cl:14][C:12]1[CH:13]=[C:4]([C:1]#[N:2])[CH:5]=[C:6]([Cl:15])[C:7]=1[C:8]([O:10][CH3:11])=[O:9]. The yield is 0.880. (3) The reactants are Br[C:2]1[CH:3]=[C:4]([S:8]([NH:11][C:12]2[CH:21]=[CH:20][C:15]([C:16]([O:18][CH3:19])=[O:17])=[C:14]([OH:22])[CH:13]=2)(=[O:10])=[O:9])[CH:5]=[CH:6][CH:7]=1.[F:23][C:24]([F:36])([F:35])[O:25][C:26]1[CH:31]=[CH:30][C:29](B(O)O)=[CH:28][CH:27]=1. No catalyst specified. The product is [OH:22][C:14]1[CH:13]=[C:12]([NH:11][S:8]([C:4]2[CH:3]=[C:2]([C:29]3[CH:28]=[CH:27][C:26]([O:25][C:24]([F:23])([F:35])[F:36])=[CH:31][CH:30]=3)[CH:7]=[CH:6][CH:5]=2)(=[O:10])=[O:9])[CH:21]=[CH:20][C:15]=1[C:16]([O:18][CH3:19])=[O:17]. The yield is 0.730. (4) The reactants are Br[C:2]1[C:6]2=[N:7][CH:8]=[CH:9][CH:10]=[C:5]2[N:4]([C:11]([C:13]2[C:18]([C:19]([F:22])([F:21])[F:20])=[CH:17][CH:16]=[CH:15][C:14]=2[Cl:23])=[O:12])[N:3]=1.[CH3:24][CH:25]1[CH:30]([C:31]([OH:33])=[O:32])[CH2:29][CH2:28][NH:27][CH2:26]1.C([O-])([O-])=O.[K+].[K+].O. The catalyst is CN(C=O)C. The product is [Cl:23][C:14]1[CH:15]=[CH:16][CH:17]=[C:18]([C:19]([F:22])([F:21])[F:20])[C:13]=1[C:11]([N:4]1[C:5]2[C:6](=[N:7][CH:8]=[CH:9][CH:10]=2)[C:2]([N:27]2[CH2:28][CH2:29][CH:30]([C:31]([OH:33])=[O:32])[CH:25]([CH3:24])[CH2:26]2)=[N:3]1)=[O:12]. The yield is 0.260. (5) The reactants are C([N:9]1[CH2:22][CH2:21][C:20]2[C:19]3[C:18]([C:23]4[CH:28]=[CH:27][CH:26]=[CH:25][C:24]=4[O:29][C:30]([F:33])([F:32])[F:31])=[CH:17][CH:16]=[CH:15][C:14]=3[NH:13][C:12]=2[CH2:11][CH2:10]1)(=O)C1C=CC=CC=1.C(O)CO.[OH-].[K+].CCOC(C)=O. The catalyst is O. The product is [F:33][C:30]([F:31])([F:32])[O:29][C:24]1[CH:25]=[CH:26][CH:27]=[CH:28][C:23]=1[C:18]1[C:19]2[C:20]3[CH2:21][CH2:22][NH:9][CH2:10][CH2:11][C:12]=3[NH:13][C:14]=2[CH:15]=[CH:16][CH:17]=1. The yield is 0.690.